From a dataset of Forward reaction prediction with 1.9M reactions from USPTO patents (1976-2016). Predict the product of the given reaction. (1) Given the reactants [CH2:1]([N:3]([CH2:19][CH3:20])[CH2:4][CH2:5][N:6]1[CH2:11][CH2:10][C:9]2[NH:12][C:13]([CH:16]=O)=[C:14]([CH3:15])[C:8]=2[C:7]1=[O:18])[CH3:2].[O:21]=[C:22]1[CH2:30][C:29]2[C:24](=[CH:25][CH:26]=[C:27]([NH:31][CH:32]=[O:33])[CH:28]=2)[NH:23]1, predict the reaction product. The product is: [CH2:1]([N:3]([CH2:19][CH3:20])[CH2:4][CH2:5][N:6]1[CH2:11][CH2:10][C:9]2[NH:12][C:13]([CH:16]=[C:30]3[C:29]4[C:24](=[CH:25][CH:26]=[C:27]([NH:31][CH:32]=[O:33])[CH:28]=4)[NH:23][C:22]3=[O:21])=[C:14]([CH3:15])[C:8]=2[C:7]1=[O:18])[CH3:2]. (2) The product is: [OH:28][CH2:27][CH2:26][CH2:25][N:10]([CH:7]1[CH2:6][CH2:5][N:4]([CH:1]([CH3:3])[CH3:2])[CH2:9][CH2:8]1)[S:11]([CH2:14][CH2:15][NH:16][C:17]([C:19]1[S:20][C:21]([Cl:24])=[CH:22][CH:23]=1)=[O:18])(=[O:12])=[O:13].[C:29]([O-:30])(=[O:28])/[CH:34]=[CH:36]/[C:35]([O-:38])=[O:37]. Given the reactants [CH:1]([N:4]1[CH2:9][CH2:8][CH:7]([N:10]([CH2:25][CH2:26][CH2:27][O:28][CH:29]2[CH2:34]CCC[O:30]2)[S:11]([CH2:14][CH2:15][NH:16][C:17]([C:19]2[S:20][C:21]([Cl:24])=[CH:22][CH:23]=2)=[O:18])(=[O:13])=[O:12])[CH2:6][CH2:5]1)([CH3:3])[CH3:2].[C:35]([OH:38])(=[O:37])[CH3:36], predict the reaction product.